Dataset: NCI-60 drug combinations with 297,098 pairs across 59 cell lines. Task: Regression. Given two drug SMILES strings and cell line genomic features, predict the synergy score measuring deviation from expected non-interaction effect. (1) Drug 1: C(=O)(N)NO. Drug 2: CC12CCC3C(C1CCC2O)C(CC4=C3C=CC(=C4)O)CCCCCCCCCS(=O)CCCC(C(F)(F)F)(F)F. Cell line: MDA-MB-435. Synergy scores: CSS=-1.01, Synergy_ZIP=-2.04, Synergy_Bliss=-8.05, Synergy_Loewe=-4.75, Synergy_HSA=-6.58. (2) Synergy scores: CSS=2.52, Synergy_ZIP=0.367, Synergy_Bliss=0.754, Synergy_Loewe=-3.63, Synergy_HSA=-0.857. Drug 1: C1=CC=C(C=C1)NC(=O)CCCCCCC(=O)NO. Drug 2: C1C(C(OC1N2C=NC3=C2NC=NCC3O)CO)O. Cell line: RXF 393. (3) Drug 1: C1=C(C(=O)NC(=O)N1)F. Drug 2: C1C(C(OC1N2C=NC3=C2NC=NCC3O)CO)O. Cell line: UO-31. Synergy scores: CSS=24.3, Synergy_ZIP=-8.63, Synergy_Bliss=-8.39, Synergy_Loewe=-6.17, Synergy_HSA=-4.45.